From a dataset of Full USPTO retrosynthesis dataset with 1.9M reactions from patents (1976-2016). Predict the reactants needed to synthesize the given product. (1) Given the product [CH2:30]([C:8]1[CH:15]=[CH:14][C:11]([C:12]#[N:13])=[C:10]([NH2:23])[CH:9]=1)[C:24]1[CH:29]=[CH:28][CH:27]=[CH:26][CH:25]=1, predict the reactants needed to synthesize it. The reactants are: CC(C)([O-])C.[Na+].Br[C:8]1[CH:15]=[CH:14][C:11]([C:12]#[N:13])=[CH:10][CH:9]=1.C([NH2:23])C1C=CC=CC=1.[C:24]1([CH3:30])[CH:29]=[CH:28][CH:27]=[CH:26][CH:25]=1. (2) Given the product [NH2:17][C:18]1[C:26]([Br:27])=[CH:25][C:24]([CH3:28])=[CH:23][C:19]=1[C:20]([NH:9][NH:8][C:6]1[CH:7]=[C:2]([Cl:1])[CH:3]=[CH:4][C:5]=1[S:10][C:11]1[CH:16]=[CH:15][CH:14]=[CH:13][CH:12]=1)=[O:21], predict the reactants needed to synthesize it. The reactants are: [Cl:1][C:2]1[CH:3]=[CH:4][C:5]([S:10][C:11]2[CH:16]=[CH:15][CH:14]=[CH:13][CH:12]=2)=[C:6]([NH:8][NH2:9])[CH:7]=1.[NH2:17][C:18]1[C:26]([Br:27])=[CH:25][C:24]([CH3:28])=[CH:23][C:19]=1[C:20](O)=[O:21].BrC1C(C)=CC(C(NNC2C=C(Cl)C=CC=2SCC)=O)=C([N+]([O-])=O)C=1. (3) Given the product [Cl:18][C:19]1[CH:24]=[CH:23][CH:22]=[CH:21][C:20]=1[CH2:25][CH2:26][NH:27][C:2]1[CH:11]=[C:10]2[C:5]([C:6]([N:13]3[CH2:17][CH2:16][CH2:15][CH2:14]3)=[CH:7][C:8]([CH3:12])=[N:9]2)=[CH:4][CH:3]=1, predict the reactants needed to synthesize it. The reactants are: I[C:2]1[CH:11]=[C:10]2[C:5]([C:6]([N:13]3[CH2:17][CH2:16][CH2:15][CH2:14]3)=[CH:7][C:8]([CH3:12])=[N:9]2)=[CH:4][CH:3]=1.[Cl:18][C:19]1[CH:24]=[CH:23][CH:22]=[CH:21][C:20]=1[CH2:25][CH2:26][NH2:27]. (4) Given the product [CH3:7][N:8]1[C:12]([Si:13]([CH2:18][CH3:19])([CH2:16][CH3:17])[CH2:14][CH3:15])=[CH:11][CH:10]=[N:9]1, predict the reactants needed to synthesize it. The reactants are: CC([O-])(C)C.[K+].[CH3:7][N:8]1[CH:12]=[CH:11][CH:10]=[N:9]1.[SiH:13]([CH2:18][CH3:19])([CH2:16][CH3:17])[CH2:14][CH3:15]. (5) The reactants are: [CH3:1][C:2]1[C:6]2[C:7]3[CH:21]=[CH:20][CH:19]=[CH:18][C:8]=3[C:9](=O)[NH:10][C@@H:11]([CH2:12][C:13]([O:15][CH3:16])=[O:14])[C:5]=2[O:4][N:3]=1.P(Cl)(Cl)(Cl)(Cl)[Cl:23].C([O-])([O-])=O.[Na+].[Na+]. Given the product [Cl:23][C:9]1[C:8]2[CH:18]=[CH:19][CH:20]=[CH:21][C:7]=2[C:6]2[C:2]([CH3:1])=[N:3][O:4][C:5]=2[C@H:11]([CH2:12][C:13]([O:15][CH3:16])=[O:14])[N:10]=1, predict the reactants needed to synthesize it. (6) Given the product [NH2:1][CH2:2][C:3]1[CH:8]=[CH:7][N:6]=[C:5]([O:9][C:10]2[CH:11]=[C:12]([CH3:26])[C:13]3[CH:17]([CH2:18][C:19]([OH:21])=[O:20])[O:16][B:15]([OH:24])[C:14]=3[CH:25]=2)[CH:4]=1, predict the reactants needed to synthesize it. The reactants are: [NH2:1][CH2:2][C:3]1[CH:8]=[CH:7][N:6]=[C:5]([O:9][C:10]2[CH:11]=[C:12]([CH3:26])[C:13]3[CH:17]([CH2:18][C:19]([O:21]CC)=[O:20])[O:16][B:15]([OH:24])[C:14]=3[CH:25]=2)[CH:4]=1.[OH-].[Na+]. (7) Given the product [F:11][C:12]1[CH:13]=[C:14]([CH:26]=[CH:27][C:28]=1[F:29])[CH2:15][NH:16][C:17](=[O:25])[C:18]1[CH:23]=[CH:22][CH:21]=[N:20][C:19]=1[NH:8][C@H:7]([C:1]1[CH:6]=[CH:5][CH:4]=[CH:3][CH:2]=1)[CH2:9][OH:10], predict the reactants needed to synthesize it. The reactants are: [C:1]1([CH:7]([CH2:9][OH:10])[NH2:8])[CH:6]=[CH:5][CH:4]=[CH:3][CH:2]=1.[F:11][C:12]1[CH:13]=[C:14]([CH:26]=[CH:27][C:28]=1[F:29])[CH2:15][NH:16][C:17](=[O:25])[C:18]1[CH:23]=[CH:22][CH:21]=[N:20][C:19]=1F.CCN(C(C)C)C(C)C.